Dataset: Experimentally validated miRNA-target interactions with 360,000+ pairs, plus equal number of negative samples. Task: Binary Classification. Given a miRNA mature sequence and a target amino acid sequence, predict their likelihood of interaction. (1) The miRNA is hsa-miR-4789-5p with sequence GUAUACACCUGAUAUGUGUAUG. The protein sequence of the target gene is MDLQQSTTITSLEKWCLDESLSGCRRHYSVKKKLKLIRVLGLFMGLVAISTVSFSISAFSETDTQSTGEASVVSGPRVAQGYHQRTLLDLNDKILDYTPQPPLSKEGESENSTDHAQGDYPKDIFSLEERRKGAIILHVIGMIYMFIALAIVCDEFFVPSLTVITEKLGISDDVAGATFMAAGGSAPELFTSLIGVFIAHSNVGIGTIVGSAVFNILFVIGMCALFSREILNLTWWPLFRDVSFYIVDLIMLIIFFLDNVIMWWESLLLLTAYFCYVVFMKFNVQVEKWVKQMINRNKVV.... Result: 1 (interaction). (2) The miRNA is hsa-miR-4710 with sequence GGGUGAGGGCAGGUGGUU. The protein sequence of the target gene is MDATNNGESADQVGIRVGNPEQPNDHTDALGSVGSGGAGSSGLVAGSSHPYGSGAIGQLANGYSSPSSSYRKNVAKMVTDRHAAEYNMRHKNRGMALIFNHEHFEVPTLKSRAGTNVDCENLTRVLKQLDFEVTVYKDCRYKDILRTIEYAASQNHSDSDCILVAILSHGEMGYIYAKDTQYKLDNIWSFFTANHCPSLAGKPKLFFIQACQGDRLDGGVTMQRSQTETDGDSSMSYKIPVHADFLIAYSTVPGFYSWRNTTRGSWFMQSLCAELAANGKRLDILTLLTFVCQRVAVDFE.... Result: 0 (no interaction).